Dataset: Forward reaction prediction with 1.9M reactions from USPTO patents (1976-2016). Task: Predict the product of the given reaction. (1) Given the reactants [C:1]([C:3]1[N:12]=[CH:11][CH:10]=[C:9]2[C:4]=1[CH:5]=[C:6]([C:28]1[CH:33]=[CH:32][CH:31]=[CH:30][CH:29]=1)[C:7]([C:13]1[CH:27]=[CH:26][C:16]([CH2:17][NH:18]C(=O)OC(C)(C)C)=[CH:15][CH:14]=1)=[N:8]2)#N.[NH:34]([C:36](=[S:38])[NH2:37])[NH2:35].C(O)(C(F)(F)F)=O.[ClH:46].CCOC(C)=O, predict the reaction product. The product is: [Cl-:46].[NH2:37][C:36]1[S:38][C:1]([C:3]2[N:12]=[CH:11][CH:10]=[C:9]3[C:4]=2[CH:5]=[C:6]([C:28]2[CH:33]=[CH:32][CH:31]=[CH:30][CH:29]=2)[C:7]([C:13]2[CH:14]=[CH:15][C:16]([CH2:17][NH3+:18])=[CH:26][CH:27]=2)=[N:8]3)=[N:35][N:34]=1. (2) Given the reactants Br[C:2]1[C:3]([C:22]#[N:23])=[CH:4][C:5]2[N:6]([C:8]([CH2:14][O:15][CH:16]3[CH2:21][CH2:20][CH2:19][CH2:18][CH2:17]3)=[C:9]([CH:11]([CH3:13])[CH3:12])[N:10]=2)[CH:7]=1.[CH3:24]B(O)O.C(=O)([O-])[O-].[Na+].[Na+].O, predict the reaction product. The product is: [CH:16]1([O:15][CH2:14][C:8]2[N:6]3[CH:7]=[C:2]([CH3:24])[C:3]([C:22]#[N:23])=[CH:4][C:5]3=[N:10][C:9]=2[CH:11]([CH3:13])[CH3:12])[CH2:21][CH2:20][CH2:19][CH2:18][CH2:17]1. (3) Given the reactants [C:1]([C:3]1[CH:4]=[C:5]([C:13]2[O:17][N:16]=[C:15]([C:18]3[C:19]([CH3:35])=[C:20]4[C:25](=[CH:26][CH:27]=3)[CH2:24][N:23](C(OC(C)(C)C)=O)[CH2:22][CH2:21]4)[N:14]=2)[CH:6]=[CH:7][C:8]=1[O:9][CH:10]([CH3:12])[CH3:11])#[N:2].[ClH:36], predict the reaction product. The product is: [ClH:36].[CH3:12][CH:10]([O:9][C:8]1[CH:7]=[CH:6][C:5]([C:13]2[O:17][N:16]=[C:15]([C:18]3[C:19]([CH3:35])=[C:20]4[C:25](=[CH:26][CH:27]=3)[CH2:24][NH:23][CH2:22][CH2:21]4)[N:14]=2)=[CH:4][C:3]=1[C:1]#[N:2])[CH3:11].